From a dataset of Peptide-MHC class II binding affinity with 134,281 pairs from IEDB. Regression. Given a peptide amino acid sequence and an MHC pseudo amino acid sequence, predict their binding affinity value. This is MHC class II binding data. (1) The peptide sequence is ELGEWVFSAIKSPQA. The MHC is DRB4_0101 with pseudo-sequence DRB4_0103. The binding affinity (normalized) is 0.168. (2) The peptide sequence is KGIQIIYTRNHEVKS. The MHC is DRB4_0101 with pseudo-sequence DRB4_0103. The binding affinity (normalized) is 0.458. (3) The MHC is HLA-DQA10102-DQB10602 with pseudo-sequence HLA-DQA10102-DQB10602. The binding affinity (normalized) is 0.390. The peptide sequence is NVSHIQSAVVCGRRH. (4) The peptide sequence is GGQSSFYTDWYQPSQ. The MHC is DRB1_1101 with pseudo-sequence DRB1_1101. The binding affinity (normalized) is 0.0409. (5) The MHC is HLA-DQA10401-DQB10402 with pseudo-sequence HLA-DQA10401-DQB10402. The peptide sequence is SGTVDFDEFMEMMTG. The binding affinity (normalized) is 0.513. (6) The MHC is HLA-DQA10103-DQB10603 with pseudo-sequence HLA-DQA10103-DQB10603. The binding affinity (normalized) is 0.312. The peptide sequence is EAIIRILQQLLFIHF. (7) The peptide sequence is DSVTPMILKAQKGGNL. The MHC is HLA-DQA10401-DQB10402 with pseudo-sequence HLA-DQA10401-DQB10402. The binding affinity (normalized) is 0.0350. (8) The peptide sequence is IHLVIHRIRTLIGQE. The MHC is DRB1_0701 with pseudo-sequence DRB1_0701. The binding affinity (normalized) is 0.808. (9) The MHC is DRB1_0701 with pseudo-sequence DRB1_0701. The peptide sequence is VPRDLEVVAATPTSL. The binding affinity (normalized) is 0.744. (10) The peptide sequence is INEPTAAAIRYGLDR. The MHC is HLA-DQA10501-DQB10301 with pseudo-sequence HLA-DQA10501-DQB10301. The binding affinity (normalized) is 0.582.